From a dataset of Forward reaction prediction with 1.9M reactions from USPTO patents (1976-2016). Predict the product of the given reaction. (1) Given the reactants [C:1]([O:5][C:6]([NH:8][C@@H:9]1[CH2:13][CH2:12][C@H:11](C(O)=O)[CH2:10]1)=[O:7])([CH3:4])([CH3:3])[CH3:2].C1(P(N=[N+]=[N-])(C2C=CC=CC=2)=[O:24])C=CC=CC=1.C([N:36]([CH2:39]C)CC)C.[CH2:41]([OH:48])[C:42]1[CH:47]=[CH:46][CH:45]=[CH:44][CH:43]=1, predict the reaction product. The product is: [CH2:41]([O:48][C:39](=[O:24])[NH:36][C@H:11]1[CH2:12][CH2:13][C@@H:9]([NH:8][C:6]([O:5][C:1]([CH3:2])([CH3:3])[CH3:4])=[O:7])[CH2:10]1)[C:42]1[CH:47]=[CH:46][CH:45]=[CH:44][CH:43]=1. (2) Given the reactants [F:1][C:2]([F:11])([F:10])[O:3][CH:4]1[CH2:9][CH2:8][NH:7][CH2:6][CH2:5]1.[C:12](O[C:12]([O:14][C:15]([CH3:18])([CH3:17])[CH3:16])=[O:13])([O:14][C:15]([CH3:18])([CH3:17])[CH3:16])=[O:13], predict the reaction product. The product is: [F:11][C:2]([F:1])([F:10])[O:3][CH:4]1[CH2:9][CH2:8][N:7]([C:12]([O:14][C:15]([CH3:18])([CH3:17])[CH3:16])=[O:13])[CH2:6][CH2:5]1. (3) Given the reactants C(OC(=O)[NH:7][C@H:8]([CH:14]([OH:21])[C:15]([NH:17][CH:18]1[CH2:20][CH2:19]1)=[O:16])[CH2:9][CH:10]1[CH2:13][CH2:12][CH2:11]1)(C)(C)C.[F:23][C:24]([F:29])([F:28])[C:25]([OH:27])=[O:26], predict the reaction product. The product is: [F:23][C:24]([F:29])([F:28])[C:25]([OH:27])=[O:26].[NH2:7][C@@H:8]([CH2:9][CH:10]1[CH2:11][CH2:12][CH2:13]1)[CH:14]([OH:21])[C:15]([NH:17][CH:18]1[CH2:20][CH2:19]1)=[O:16]. (4) Given the reactants [NH2:1][C:2]1[CH:7]=[C:6]([NH:8][C:9]([C:11]2[N:12]([CH2:21][C:22]3[CH:27]=[CH:26][CH:25]=[C:24]([F:28])[CH:23]=3)[C:13]3[C:18]([CH:19]=2)=[CH:17][C:16]([F:20])=[CH:15][CH:14]=3)=[O:10])[CH:5]=[CH:4][N:3]=1.Cl[CH2:30][C:31](=O)[CH3:32], predict the reaction product. The product is: [CH3:32][C:31]1[N:1]=[C:2]2[CH:7]=[C:6]([NH:8][C:9]([C:11]3[N:12]([CH2:21][C:22]4[CH:27]=[CH:26][CH:25]=[C:24]([F:28])[CH:23]=4)[C:13]4[C:18]([CH:19]=3)=[CH:17][C:16]([F:20])=[CH:15][CH:14]=4)=[O:10])[CH:5]=[CH:4][N:3]2[CH:30]=1. (5) The product is: [Cl:1][C:2]1[C:9]([CH3:10])=[C:8]([CH:7]=[CH:6][C:3]=1[C:4]#[N:5])/[C:11](/[Cl:14])=[N:12]/[OH:13]. Given the reactants [Cl:1][C:2]1[C:9]([CH3:10])=[C:8](/[CH:11]=[N:12]/[OH:13])[CH:7]=[CH:6][C:3]=1[C:4]#[N:5].[Cl:14]N1C(=O)CCC1=O, predict the reaction product. (6) Given the reactants C1C(=O)N([Cl:8])C(=O)C1.[CH3:9][O:10][C:11]1[CH:16]=[CH:15][C:14]([N+:17]([O-:19])=[O:18])=[CH:13][C:12]=1[C:20]1[N:24]([CH3:25])[N:23]=[C:22]([C:26]([F:29])([F:28])[F:27])[CH:21]=1, predict the reaction product. The product is: [Cl:8][C:21]1[C:22]([C:26]([F:29])([F:27])[F:28])=[N:23][N:24]([CH3:25])[C:20]=1[C:12]1[CH:13]=[C:14]([N+:17]([O-:19])=[O:18])[CH:15]=[CH:16][C:11]=1[O:10][CH3:9]. (7) Given the reactants Cl.[NH2:2][C@H:3]([C:14]([O:16][CH3:17])=[O:15])[CH2:4][C:5]1[C:13]2[C:8](=[CH:9][CH:10]=[CH:11][CH:12]=2)[NH:7][CH:6]=1.C(N(CC)CC)C.[O:25]1[C:35]2[C:30](=[CH:31][CH:32]=[CH:33][CH:34]=2)[CH:29]=[C:28]([C:36](O)=[O:37])[C:26]1=[O:27].CCN=C=NCCCN(C)C.Cl, predict the reaction product. The product is: [O:25]1[C:35]2[C:30](=[CH:31][CH:32]=[CH:33][CH:34]=2)[CH:29]=[C:28]([C:36]([NH:2][C@H:3]([C:14]([O:16][CH3:17])=[O:15])[CH2:4][C:5]2[C:13]3[C:8](=[CH:9][CH:10]=[CH:11][CH:12]=3)[NH:7][CH:6]=2)=[O:37])[C:26]1=[O:27]. (8) Given the reactants [NH:1]1[CH:5]=[CH:4][N:3]=[C:2]1C=O.[C:8](=[O:11])([O-])[O-].[Na+].[Na+].[CH:14]1(Br)[CH2:19][CH2:18][CH2:17][CH2:16][CH2:15]1, predict the reaction product. The product is: [CH:14]1([N:3]2[CH:4]=[C:5]([CH:8]=[O:11])[N:1]=[CH:2]2)[CH2:19][CH2:18][CH2:17][CH2:16][CH2:15]1. (9) Given the reactants [Br:1][C:2]1[CH:7]=[C:6]([C:8]2[CH:13]=[CH:12][CH:11]=[CH:10][CH:9]=2)[C:5]([C:14]2[CH:19]=[CH:18][CH:17]=[CH:16][CH:15]=2)=[CH:4][C:3]=1Br.CCCCCC.C([Li])CCC.[B:32](OC(C)C)([O:37]C(C)C)[O:33]C(C)C.Cl, predict the reaction product. The product is: [C:14]1([C:5]2[CH:4]=[C:3]([B:32]([OH:37])[OH:33])[C:2]([Br:1])=[CH:7][C:6]=2[C:8]2[CH:13]=[CH:12][CH:11]=[CH:10][CH:9]=2)[CH:19]=[CH:18][CH:17]=[CH:16][CH:15]=1.